From a dataset of Reaction yield outcomes from USPTO patents with 853,638 reactions. Predict the reaction yield, written as a fraction of the theoretical maximum amount of product (1.0 means a 100% yield; for example, 0.34 means a 34% yield). (1) The reactants are [CH2:1]([CH:8]1[CH2:13][CH2:12][N:11]([C:14](=[O:31])[C:15]([NH:17][C:18]2[C:27]([N+:28]([O-])=O)=[CH:26][C:21]3[NH:22][C:23](=[O:25])[O:24][C:20]=3[CH:19]=2)=[O:16])[CH2:10][CH2:9]1)[C:2]1[CH:7]=[CH:6][CH:5]=[CH:4][CH:3]=1. The catalyst is [Pd].CO. The product is [NH2:28][C:27]1[C:18]([NH:17][C:15](=[O:16])[C:14]([N:11]2[CH2:10][CH2:9][CH:8]([CH2:1][C:2]3[CH:3]=[CH:4][CH:5]=[CH:6][CH:7]=3)[CH2:13][CH2:12]2)=[O:31])=[CH:19][C:20]2[O:24][C:23](=[O:25])[NH:22][C:21]=2[CH:26]=1. The yield is 0.345. (2) The yield is 0.850. The catalyst is CN(C)C=O.CO.O. The product is [C:7]([C:6]([CH3:11])([O:5][C:4]1[CH:12]=[C:13]([O:21][CH3:22])[C:14]([C:16]2[S:17][CH:18]=[CH:19][CH:20]=2)=[CH:15][C:3]=1/[CH:1]=[CH:24]/[C:23]([C:26]1[CH:34]=[CH:33][C:29]([C:30]([OH:32])=[O:31])=[CH:28][CH:27]=1)=[O:25])[CH3:10])([OH:9])=[O:8]. The reactants are [CH:1]([C:3]1[CH:15]=[C:14]([C:16]2[S:17][CH:18]=[CH:19][CH:20]=2)[C:13]([O:21][CH3:22])=[CH:12][C:4]=1[O:5][C:6]([CH3:11])([CH3:10])[C:7]([OH:9])=[O:8])=O.[C:23]([C:26]1[CH:34]=[CH:33][C:29]([C:30]([OH:32])=[O:31])=[CH:28][CH:27]=1)(=[O:25])[CH3:24].C[O-].[Li+].Cl. (3) The yield is 0.830. The catalyst is CO.[Ni]. The product is [NH2:2][CH2:1][C:3]1([C:9]([O:11][C:12]([CH3:15])([CH3:14])[CH3:13])=[O:10])[CH2:8][CH2:7][O:6][CH2:5][CH2:4]1. The reactants are [C:1]([C:3]1([C:9]([O:11][C:12]([CH3:15])([CH3:14])[CH3:13])=[O:10])[CH2:8][CH2:7][O:6][CH2:5][CH2:4]1)#[N:2]. (4) The reactants are [Cl:1][C:2]1[CH:10]=[CH:9][C:5]([C:6]([OH:8])=[O:7])=[CH:4][C:3]=1[S:11](=[O:14])(=[O:13])[NH2:12].[CH2:15](O)[CH3:16]. No catalyst specified. The product is [CH2:15]([O:7][C:6](=[O:8])[C:5]1[CH:9]=[CH:10][C:2]([Cl:1])=[C:3]([S:11](=[O:13])(=[O:14])[NH2:12])[CH:4]=1)[CH3:16]. The yield is 0.990. (5) The reactants are [H-].[Na+].NC1C=CC=CC=1.[CH3:10][C:11]1[CH2:15][C:14]([CH3:16])=[C:13]([CH3:17])[C:12]=1[CH3:18].Cl[Si:20]([C:41]1[CH:46]=[CH:45][C:44]([CH2:47][CH2:48][CH2:49][CH3:50])=[CH:43][CH:42]=1)([C:31]1[CH:36]=[CH:35][C:34]([CH2:37][CH2:38][CH2:39][CH3:40])=[CH:33][CH:32]=1)[C:21]1[CH:26]=[CH:25][C:24]([CH2:27][CH2:28][CH2:29][CH3:30])=[CH:23][CH:22]=1.C(=O)([O-])O.[Na+].C(=O)([O-])[O-].[Na+].[Na+]. The catalyst is O1CCCC1.C1(C)C=CC=CC=1. The product is [CH2:27]([C:24]1[CH:25]=[CH:26][C:21]([Si:20]([C:31]2[CH:36]=[CH:35][C:34]([CH2:37][CH2:38][CH2:39][CH3:40])=[CH:33][CH:32]=2)([C:41]2[CH:46]=[CH:45][C:44]([CH2:47][CH2:48][CH2:49][CH3:50])=[CH:43][CH:42]=2)[C:15]2[CH:14]([CH3:16])[C:13]([CH3:17])=[C:12]([CH3:18])[C:11]=2[CH3:10])=[CH:22][CH:23]=1)[CH2:28][CH2:29][CH3:30]. The yield is 0.509.